From a dataset of Forward reaction prediction with 1.9M reactions from USPTO patents (1976-2016). Predict the product of the given reaction. (1) The product is: [C:1]12([CH:9]=[O:10])[CH2:8][CH2:7][CH2:6][N:5]1[CH2:4][CH2:3][CH2:2]2. Given the reactants [C:1]12([C:9](OC)=[O:10])[CH2:8][CH2:7][CH2:6][N:5]1[CH2:4][CH2:3][CH2:2]2.[H-].C([Al+]CC(C)C)C(C)C, predict the reaction product. (2) Given the reactants [F:1][C:2]1[CH:31]=[CH:30][CH:29]=[CH:28][C:3]=1[CH2:4][N:5]1[C:9]2=[N:10][CH:11]=[CH:12][CH:13]=[C:8]2[C:7]([C:14]2[N:22]=[C:21]3[C:17]([N:18]([CH:24]([CH3:26])[CH3:25])[C:19](=[O:23])[NH:20]3)=[C:16](I)[N:15]=2)=[N:6]1.[H][H], predict the reaction product. The product is: [F:1][C:2]1[CH:31]=[CH:30][CH:29]=[CH:28][C:3]=1[CH2:4][N:5]1[C:9]2=[N:10][CH:11]=[CH:12][CH:13]=[C:8]2[C:7]([C:14]2[N:22]=[C:21]3[C:17]([N:18]([CH:24]([CH3:26])[CH3:25])[C:19](=[O:23])[NH:20]3)=[CH:16][N:15]=2)=[N:6]1. (3) The product is: [Cl:36][C:33]1[C:34]([CH:9]([C:10]2[CH:19]=[C:18]3[C:17](=[CH:12][CH:11]=2)[N:16]=[CH:15][C:14]([C:20]2[CH:25]=[CH:24][CH:23]=[CH:22][CH:21]=2)=[N:13]3)[NH:8][C:30]([CH:26]2[CH2:27][CH2:28][CH2:29]2)=[O:32])=[N:43][CH:41]=[CH:40][N:45]=1. Given the reactants ClC1C([NH:8][CH2:9][C:10]2[CH:11]=[C:12]3[C:17](=[CH:18][CH:19]=2)[N:16]=[CH:15][C:14]([C:20]2[CH:25]=[CH:24][CH:23]=[CH:22][CH:21]=2)=[N:13]3)=NC=CN=1.[CH:26]1([C:30]([OH:32])=O)[CH2:29][CH2:28][CH2:27]1.[CH2:33]([Cl:36])[CH2:34]Cl.C1C=[C:41]2[N:43]=N[N:45](O)[C:40]2=CC=1.O.C(N(CC)C(C)C)(C)C, predict the reaction product. (4) Given the reactants Cl[C:2]1[CH:7]=[CH:6][N:5]=[C:4]2[NH:8][C:9]([C:11]3[CH:16]=[CH:15][C:14]([CH2:17][N:18]4[CH2:23][CH2:22][O:21][CH2:20][CH2:19]4)=[CH:13][CH:12]=3)=[N:10][C:3]=12.[CH3:24][O:25][C:26]([C:28]1[CH:33]=[CH:32][C:31](B(O)O)=[CH:30][CH:29]=1)=[O:27].C(=O)([O-])[O-].[Na+].[Na+], predict the reaction product. The product is: [N:18]1([CH2:17][C:14]2[CH:15]=[CH:16][C:11]([C:9]3[NH:8][C:4]4=[N:5][CH:6]=[CH:7][C:2]([C:31]5[CH:32]=[CH:33][C:28]([C:26]([O:25][CH3:24])=[O:27])=[CH:29][CH:30]=5)=[C:3]4[N:10]=3)=[CH:12][CH:13]=2)[CH2:23][CH2:22][O:21][CH2:20][CH2:19]1. (5) Given the reactants [NH2:1][C:2](=[O:29])[C@@H:3]([NH:12][C:13]([C:15]1([NH:21][C:22](=[O:28])[O:23][C:24]([CH3:27])([CH3:26])[CH3:25])[CH2:20][CH2:19][O:18][CH2:17][CH2:16]1)=[O:14])[CH2:4][C:5]1[CH:10]=[CH:9][C:8](I)=[CH:7][CH:6]=1.[N:30]1([S:34]([C:37]2[CH:42]=[CH:41][C:40](B(O)O)=[CH:39][CH:38]=2)(=[O:36])=[O:35])[CH2:33][CH2:32][CH2:31]1.C(=O)([O-])[O-].[Na+].[Na+], predict the reaction product. The product is: [NH2:1][C:2](=[O:29])[C@@H:3]([NH:12][C:13]([C:15]1([NH:21][C:22](=[O:28])[O:23][C:24]([CH3:27])([CH3:26])[CH3:25])[CH2:20][CH2:19][O:18][CH2:17][CH2:16]1)=[O:14])[CH2:4][C:5]1[CH:10]=[CH:9][C:8]([C:40]2[CH:41]=[CH:42][C:37]([S:34]([N:30]3[CH2:31][CH2:32][CH2:33]3)(=[O:36])=[O:35])=[CH:38][CH:39]=2)=[CH:7][CH:6]=1. (6) The product is: [CH3:1][O:2][C:3]1[CH:4]=[C:5]2[C:10](=[CH:11][C:12]=1[O:13][CH3:14])[N:9]=[CH:8][CH:7]=[C:6]2[O:15][C:16]1[CH:22]=[CH:21][C:19]([NH:20][C:40](=[O:42])[O:54][CH:53]([C:55]2[CH:60]=[CH:59][CH:58]=[CH:57][CH:56]=2)[CH:52]([CH3:61])[CH3:51])=[C:18]([CH3:23])[C:17]=1[CH3:24]. Given the reactants [CH3:1][O:2][C:3]1[CH:4]=[C:5]2[C:10](=[CH:11][C:12]=1[O:13][CH3:14])[N:9]=[CH:8][CH:7]=[C:6]2[O:15][C:16]1[CH:22]=[CH:21][C:19]([NH2:20])=[C:18]([CH3:23])[C:17]=1[CH3:24].C1(C)C=CC=CC=1.C(N(CC)CC)C.Cl[C:40](Cl)([O:42]C(=O)OC(Cl)(Cl)Cl)Cl.[CH3:51][CH:52]([CH3:61])[CH:53]([C:55]1[CH:60]=[CH:59][CH:58]=[CH:57][CH:56]=1)[OH:54], predict the reaction product. (7) Given the reactants [C:1]([S:4][CH2:5][CH:6]([CH:10]1[CH2:14][CH2:13][CH2:12][CH2:11]1)[C:7]([OH:9])=[O:8])(=[O:3])[CH3:2].C(=O)(O)[O-].[Na+], predict the reaction product. The product is: [C:6]([O:8][C:7](=[O:9])[CH:6]([CH:10]1[CH2:14][CH2:13][CH2:12][CH2:11]1)[CH2:5][S:4][C:1](=[O:3])[CH3:2])([CH3:10])([CH3:7])[CH3:5]. (8) Given the reactants Cl[CH2:2][C:3]#[C:4][CH2:5][N:6]1[CH:10]=[CH:9][C:8]([N+:11]([O-:13])=[O:12])=[N:7]1.Cl.[O:15]1CCCC1, predict the reaction product. The product is: [N+:11]([C:8]1[CH:9]=[CH:10][N:6]([CH2:5][C:4]#[C:3][CH2:2][OH:15])[N:7]=1)([O-:13])=[O:12].